Task: Predict the reaction yield, written as a fraction of the theoretical maximum amount of product (1.0 means a 100% yield; for example, 0.34 means a 34% yield).. Dataset: Reaction yield outcomes from USPTO patents with 853,638 reactions (1) The reactants are [Cl:1][C:2]1[N:3]=[N:4][C:5]([N:10]2[CH2:15][CH2:14][NH:13][C@H:12]([CH3:16])[CH2:11]2)=[C:6]([CH3:9])[C:7]=1[CH3:8].[CH3:17][O:18][C:19]([C:21]1[CH:26]=[N:25][C:24](Cl)=[CH:23][N:22]=1)=[O:20].C(N(CC)CC)C. The catalyst is O1CCOCC1. The yield is 0.710. The product is [CH3:17][O:18][C:19]([C:21]1[N:22]=[CH:23][C:24]([N:13]2[CH2:14][CH2:15][N:10]([C:5]3[N:4]=[N:3][C:2]([Cl:1])=[C:7]([CH3:8])[C:6]=3[CH3:9])[CH2:11][C@H:12]2[CH3:16])=[N:25][CH:26]=1)=[O:20]. (2) The catalyst is C1COCC1.O.CCOCC. The reactants are [Br-].C([O:4][C:5](=[O:28])[CH2:6][CH2:7][CH2:8][P+](C1C=CC=CC=1)(C1C=CC=CC=1)C1C=CC=CC=1)C.C[Si](C)(C)[N-][Si](C)(C)C.[Na+].[F:39][C:40]1[CH:47]=[CH:46][C:43]([CH:44]=O)=[CH:42][CH:41]=1.[OH-].[Na+]. The yield is 0.906. The product is [F:39][C:40]1[CH:47]=[CH:46][C:43](/[CH:44]=[CH:8]\[CH2:7][CH2:6][C:5]([OH:28])=[O:4])=[CH:42][CH:41]=1. (3) The reactants are Cl[C:2]1[N:3]=[C:4]([N:15]2[CH2:20][CH2:19][O:18][CH2:17][CH2:16]2)[C:5]2[S:10][C:9]([C:11]([OH:14])([CH3:13])[CH3:12])=[CH:8][C:6]=2[N:7]=1.C(OC(=O)[NH:27][C:28]1[S:29][C:30]([Sn](CCCC)(CCCC)CCCC)=[CH:31][N:32]=1)(C)(C)C. The catalyst is CC(N(C)C)=O.C1C=CC([P]([Pd]([P](C2C=CC=CC=2)(C2C=CC=CC=2)C2C=CC=CC=2)([P](C2C=CC=CC=2)(C2C=CC=CC=2)C2C=CC=CC=2)[P](C2C=CC=CC=2)(C2C=CC=CC=2)C2C=CC=CC=2)(C2C=CC=CC=2)C2C=CC=CC=2)=CC=1. The product is [NH2:27][C:28]1[S:29][C:30]([C:2]2[N:3]=[C:4]([N:15]3[CH2:20][CH2:19][O:18][CH2:17][CH2:16]3)[C:5]3[S:10][C:9]([C:11]([OH:14])([CH3:13])[CH3:12])=[CH:8][C:6]=3[N:7]=2)=[CH:31][N:32]=1. The yield is 0.190. (4) The reactants are [NH:1]1[CH2:6][CH2:5][CH:4]([C:7]2[N:15]3[C:10]([C:11]([NH2:16])=[N:12][CH:13]=[N:14]3)=[C:9]([C:17]3[CH:18]=[CH:19][C:20]4[C:24]([CH:25]=3)=[N:23][N:22]([CH2:26][C:27]3[CH:32]=[CH:31][CH:30]=[CH:29][N:28]=3)[CH:21]=4)[CH:8]=2)[CH2:3][CH2:2]1.Cl[CH2:34][C:35](N(C)C)=[O:36]. The yield is 0.830. The product is [C:35]([N:1]1[CH2:2][CH2:3][CH:4]([C:7]2[N:15]3[C:10]([C:11]([NH2:16])=[N:12][CH:13]=[N:14]3)=[C:9]([C:17]3[CH:18]=[CH:19][C:20]4[C:24]([CH:25]=3)=[N:23][N:22]([CH2:26][C:27]3[CH:32]=[CH:31][CH:30]=[CH:29][N:28]=3)[CH:21]=4)[CH:8]=2)[CH2:5][CH2:6]1)(=[O:36])[CH3:34]. No catalyst specified.